This data is from Forward reaction prediction with 1.9M reactions from USPTO patents (1976-2016). The task is: Predict the product of the given reaction. (1) Given the reactants [Br:1][C:2]1[CH:7]=[C:6]([CH3:8])[C:5]([NH:9][C:10]2[N:15]=[C:14](Cl)[N:13]=[C:12]([NH:17][C:18]3[CH:25]=[CH:24][C:21]([C:22]#[N:23])=[CH:20][CH:19]=3)[N:11]=2)=[C:4]([CH3:26])[CH:3]=1.C[CH2:28][N:29](C(C)C)C(C)C.CN, predict the reaction product. The product is: [Br:1][C:2]1[CH:7]=[C:6]([CH3:8])[C:5]([NH:9][C:10]2[N:15]=[C:14]([NH:29][CH3:28])[N:13]=[C:12]([NH:17][C:18]3[CH:25]=[CH:24][C:21]([C:22]#[N:23])=[CH:20][CH:19]=3)[N:11]=2)=[C:4]([CH3:26])[CH:3]=1. (2) Given the reactants NC1C=C(C(F)(F)F)C(OC)=CC=1C(C1C=CC=CC=1Cl)=O.NC1C(C)=NN(CC=C)C=1Cl.[Cl:34][C:35]1[CH:40]=[CH:39][CH:38]=[CH:37][C:36]=1[C:41]1[C:47]2[CH:48]=[C:49]([O:56][CH3:57])[C:50]([C:52]([F:55])([F:54])[F:53])=[CH:51][C:46]=2[N:45]=[C:44]2[N:58](CC=C)[NH:59][C:60]([CH3:61])=[C:43]2[N:42]=1.[H-].C([Al+]CC(C)C)C(C)C, predict the reaction product. The product is: [Cl:34][C:35]1[CH:40]=[CH:39][CH:38]=[CH:37][C:36]=1[C:41]1[C:47]2[CH:48]=[C:49]([O:56][CH3:57])[C:50]([C:52]([F:54])([F:55])[F:53])=[CH:51][C:46]=2[N:45]=[C:44]2[NH:58][NH:59][C:60]([CH3:61])=[C:43]2[N:42]=1. (3) Given the reactants [Br:1][C:2]1(Br)[CH:11]([CH3:12])[CH2:10][C:9]2[C:4](=[CH:5][CH:6]=[C:7]([CH3:13])[CH:8]=2)[C:3]1=[O:14].N1(C2CCCCCCCCCC2)CCCN=CCCCCC1, predict the reaction product. The product is: [Br:1][C:2]1[C:11]([CH3:12])=[CH:10][C:9]2[C:4](=[CH:5][CH:6]=[C:7]([CH3:13])[CH:8]=2)[C:3]=1[OH:14]. (4) Given the reactants [F:1][C:2]1[CH:10]=[CH:9][C:5]([C:6]([OH:8])=O)=[CH:4][N:3]=1.[CH2:11]([N:13]([CH2:17][CH3:18])[CH2:14][CH2:15][NH2:16])[CH3:12].C1C=CC2N(O)N=NC=2C=1.CCN=C=NCCCN(C)C.CCN(C(C)C)C(C)C, predict the reaction product. The product is: [F:1][C:2]1[CH:10]=[CH:9][C:5]([C:6]([NH:16][CH2:15][CH2:14][N:13]([CH2:17][CH3:18])[CH2:11][CH3:12])=[O:8])=[CH:4][N:3]=1.